This data is from Reaction yield outcomes from USPTO patents with 853,638 reactions. The task is: Predict the reaction yield, written as a fraction of the theoretical maximum amount of product (1.0 means a 100% yield; for example, 0.34 means a 34% yield). (1) The reactants are Br[CH2:2][C:3]1[CH:10]=[CH:9][C:6]([CH:7]=[O:8])=[CH:5][CH:4]=1.[OH:11][C:12]1[CH:17]=[CH:16][C:15]([SH:18])=[CH:14][CH:13]=1.C(N(CC)CC)C. The catalyst is O1CCOCC1.O. The product is [OH:11][C:12]1[CH:17]=[CH:16][C:15]([S:18][CH2:2][C:3]2[CH:10]=[CH:9][C:6]([CH:7]=[O:8])=[CH:5][CH:4]=2)=[CH:14][CH:13]=1. The yield is 0.620. (2) The reactants are [OH-].[K+].[CH3:3][O:4][C:5]1[CH:12]=[CH:11][C:8]([CH:9]=[O:10])=[CH:7][CH:6]=1.[N+:13]([CH2:15][C:16]([N:18]1[CH2:22][CH2:21][CH2:20][CH2:19]1)=[O:17])#[C-:14]. The catalyst is CO. The product is [CH3:3][O:4][C:5]1[CH:12]=[CH:11][C:8]([C@@H:9]2[O:10][CH:14]=[N:13][C@H:15]2[C:16]([N:18]2[CH2:22][CH2:21][CH2:20][CH2:19]2)=[O:17])=[CH:7][CH:6]=1. The yield is 0.905. (3) The reactants are BrC1C=C(C=C(C(C2C=CC=C(OC(F)F)C=2)(C)C)C=1)N.[Cl:22][C:23]1[CH:24]=[C:25]([C:32]([C:35]2[S:39][C:38]([C:40]#[N:41])=[CH:37][CH:36]=2)([CH3:34])[CH3:33])[CH:26]=[C:27]([N+:29]([O-])=O)[CH:28]=1. No catalyst specified. The product is [NH2:29][C:27]1[CH:26]=[C:25]([C:32]([C:35]2[S:39][C:38]([C:40]#[N:41])=[CH:37][CH:36]=2)([CH3:33])[CH3:34])[CH:24]=[C:23]([Cl:22])[CH:28]=1. The yield is 0.720.